This data is from Peptide-MHC class I binding affinity with 185,985 pairs from IEDB/IMGT. The task is: Regression. Given a peptide amino acid sequence and an MHC pseudo amino acid sequence, predict their binding affinity value. This is MHC class I binding data. (1) The peptide sequence is YPWAIFHPH. The MHC is HLA-B45:06 with pseudo-sequence HLA-B45:06. The binding affinity (normalized) is 0.213. (2) The peptide sequence is ELYENKPDV. The MHC is HLA-A26:01 with pseudo-sequence HLA-A26:01. The binding affinity (normalized) is 0.0847.